The task is: Predict the reactants needed to synthesize the given product.. This data is from Full USPTO retrosynthesis dataset with 1.9M reactions from patents (1976-2016). (1) Given the product [Cl:15][C:9]1[S:10][C:6]2[CH:5]=[CH:4][C:3]([O:2][CH3:1])=[CH:12][C:7]=2[N:8]=1, predict the reactants needed to synthesize it. The reactants are: [CH3:1][O:2][C:3]1[CH:4]=[CH:5][C:6]2[S:10][C:9](S)=[N:8][C:7]=2[CH:12]=1.S(Cl)([Cl:15])=O.C(=O)([O-])O.[Na+]. (2) The reactants are: [CH3:1][O:2][C:3]1[CH:42]=[CH:41][CH:40]=[CH:39][C:4]=1[C:5]([NH:7][NH:8][C:9]([C:11]1[N:15]([C:16]2[CH:17]=[C:18]([CH2:21][NH:22][C:23](=[O:34])[C@@H:24]([NH:26][C:27](=[O:33])[O:28][C:29]([CH3:32])([CH3:31])[CH3:30])[CH3:25])[S:19][CH:20]=2)[N:14]=[C:13]([C:35]([F:38])([F:37])[F:36])[CH:12]=1)=O)=[O:6].CC(C)N=C=NC(C)C. Given the product [CH3:1][O:2][C:3]1[CH:42]=[CH:41][CH:40]=[CH:39][C:4]=1[C:5]1[O:6][C:9]([C:11]2[N:15]([C:16]3[CH:17]=[C:18]([CH2:21][NH:22][C:23](=[O:34])[C@@H:24]([NH:26][C:27](=[O:33])[O:28][C:29]([CH3:30])([CH3:31])[CH3:32])[CH3:25])[S:19][CH:20]=3)[N:14]=[C:13]([C:35]([F:36])([F:37])[F:38])[CH:12]=2)=[N:8][N:7]=1, predict the reactants needed to synthesize it. (3) Given the product [CH3:13][O:14][C:15]1[CH:20]=[CH:19][C:18]([C:21]2[N:22]=[C:23]([CH:34]3[CH2:39][CH2:38][N:37]([C:7]([Cl:10])=[O:6])[CH2:36][CH2:35]3)[O:24][C:25]=2[C:26]2[CH:31]=[CH:30][C:29]([O:32][CH3:33])=[CH:28][CH:27]=2)=[CH:17][CH:16]=1, predict the reactants needed to synthesize it. The reactants are: ClC(Cl)(OC(=O)[O:6][C:7]([Cl:10])(Cl)Cl)Cl.[CH3:13][O:14][C:15]1[CH:20]=[CH:19][C:18]([C:21]2[N:22]=[C:23]([CH:34]3[CH2:39][CH2:38][NH:37][CH2:36][CH2:35]3)[O:24][C:25]=2[C:26]2[CH:31]=[CH:30][C:29]([O:32][CH3:33])=[CH:28][CH:27]=2)=[CH:17][CH:16]=1.N1C=CC=CC=1. (4) Given the product [I:23][C:8]1[CH:10]=[CH:11][C:5]([CH2:4][CH2:3][C@@H:2]([CH3:1])[CH2:12][CH2:13][CH:14]=[C:15]([CH3:17])[CH3:16])=[CH:6][CH:7]=1, predict the reactants needed to synthesize it. The reactants are: [CH3:1][C@@H:2]([CH2:12][CH2:13][CH:14]=[C:15]([CH3:17])[CH3:16])[CH2:3][CH2:4][C:5]1[CH:11]=[CH:10][C:8](N)=[CH:7][CH:6]=1.[N+]([O-])([O-])=O.[Na+].[I-:23].[K+].S([O-])([O-])(=O)=S.[Na+].[Na+].